Dataset: Forward reaction prediction with 1.9M reactions from USPTO patents (1976-2016). Task: Predict the product of the given reaction. (1) Given the reactants [Cl:1][C:2]1[C:3]([N+:13]([O-])=O)=[C:4]2[C:9](=[CH:10][CH:11]=1)[CH:8]=[N:7][C:6]([CH3:12])=[CH:5]2.Cl, predict the reaction product. The product is: [Cl:1][C:2]1[C:3]([NH2:13])=[C:4]2[C:9](=[CH:10][CH:11]=1)[CH:8]=[N:7][C:6]([CH3:12])=[CH:5]2. (2) Given the reactants CC1(C)C(C)(C)[O:5][B:4]([CH:9]=[CH:10][CH:11]([OH:17])[CH2:12][CH2:13][CH2:14][CH2:15][CH3:16])[O:3]1, predict the reaction product. The product is: [OH:17][CH:11]([CH2:12][CH2:13][CH2:14][CH2:15][CH3:16])/[CH:10]=[CH:9]/[B:4]([OH:5])[OH:3]. (3) Given the reactants [Cl:1][C:2]1[CH:7]=[CH:6][C:5]([N+:8]([O-:10])=[O:9])=[CH:4][C:3]=1[C:11](Cl)(Cl)Cl.[C:15]([C:19]1[CH:24]=[CH:23][C:22]([O:25][CH3:26])=[CH:21][CH:20]=1)([CH3:18])([CH3:17])[CH3:16].[OH2:27], predict the reaction product. The product is: [C:15]([C:19]1[CH:24]=[CH:23][C:22]([O:25][CH3:26])=[C:21]([CH:20]=1)[C:11]([C:3]1[CH:4]=[C:5]([N+:8]([O-:10])=[O:9])[CH:6]=[CH:7][C:2]=1[Cl:1])=[O:27])([CH3:18])([CH3:16])[CH3:17]. (4) The product is: [C:1]([O:5][C:6](=[O:35])[NH:7][C@H:8]([CH2:25][C:26]1[CH:31]=[C:30]([F:32])[C:29]([F:33])=[CH:28][C:27]=1[F:34])[CH2:9][C:10](=[O:24])[N:11]1[CH2:16][CH2:15][N:14]2[C:17]([C:20]([F:22])([F:21])[F:23])=[N:18][C:19]([Br:36])=[C:13]2[CH2:12]1)([CH3:4])([CH3:2])[CH3:3]. Given the reactants [C:1]([O:5][C:6](=[O:35])[NH:7][C@H:8]([CH2:25][C:26]1[CH:31]=[C:30]([F:32])[C:29]([F:33])=[CH:28][C:27]=1[F:34])[CH2:9][C:10](=[O:24])[N:11]1[CH2:16][CH2:15][N:14]2[C:17]([C:20]([F:23])([F:22])[F:21])=[N:18][CH:19]=[C:13]2[CH2:12]1)([CH3:4])([CH3:3])[CH3:2].[Br:36]N1C(=O)CCC1=O.C(=O)([O-])[O-].[K+].[K+].C(OC(OC(C)(C)C)=O)(OC(C)(C)C)=O, predict the reaction product. (5) Given the reactants [C:1]([C:4]1[CH:5]=[CH:6][C:7]([O:27][CH2:28][C:29]2[CH:34]=[CH:33][CH:32]=[CH:31][CH:30]=2)=[C:8]([CH:26]=1)[C:9]([NH:11][C:12]1[CH:17]=[C:16]([C:18]([F:21])([F:20])[F:19])[CH:15]=[C:14]([C:22]([F:25])([F:24])[F:23])[CH:13]=1)=[O:10])(=[O:3])[CH3:2].[Br-:35].[Br-].[Br-].C1([N+](C)(C)C)C=CC=CC=1.C1([N+](C)(C)C)C=CC=CC=1.C1([N+](C)(C)C)C=CC=CC=1.O, predict the reaction product. The product is: [CH2:28]([O:27][C:7]1[CH:6]=[CH:5][C:4]([C:1](=[O:3])[CH2:2][Br:35])=[CH:26][C:8]=1[C:9]([NH:11][C:12]1[CH:17]=[C:16]([C:18]([F:20])([F:19])[F:21])[CH:15]=[C:14]([C:22]([F:25])([F:24])[F:23])[CH:13]=1)=[O:10])[C:29]1[CH:34]=[CH:33][CH:32]=[CH:31][CH:30]=1.